From a dataset of Merck oncology drug combination screen with 23,052 pairs across 39 cell lines. Regression. Given two drug SMILES strings and cell line genomic features, predict the synergy score measuring deviation from expected non-interaction effect. (1) Drug 1: N.N.O=C(O)C1(C(=O)O)CCC1.[Pt]. Drug 2: COC1=C2CC(C)CC(OC)C(O)C(C)C=C(C)C(OC(N)=O)C(OC)C=CC=C(C)C(=O)NC(=CC1=O)C2=O. Cell line: CAOV3. Synergy scores: synergy=11.8. (2) Drug 1: CC(=O)OC1C(=O)C2(C)C(O)CC3OCC3(OC(C)=O)C2C(OC(=O)c2ccccc2)C2(O)CC(OC(=O)C(O)C(NC(=O)c3ccccc3)c3ccccc3)C(C)=C1C2(C)C. Drug 2: CCN(CC)CCNC(=O)c1c(C)[nH]c(C=C2C(=O)Nc3ccc(F)cc32)c1C. Cell line: ZR751. Synergy scores: synergy=7.18. (3) Drug 1: N.N.O=C(O)C1(C(=O)O)CCC1.[Pt]. Drug 2: NC(=O)c1cccc2cn(-c3ccc(C4CCCNC4)cc3)nc12. Cell line: A427. Synergy scores: synergy=-4.17. (4) Drug 1: NC(=O)c1cccc2cn(-c3ccc(C4CCCNC4)cc3)nc12. Drug 2: Cn1cc(-c2cnn3c(N)c(Br)c(C4CCCNC4)nc23)cn1. Cell line: KPL1. Synergy scores: synergy=10.1. (5) Drug 1: COC1=C2CC(C)CC(OC)C(O)C(C)C=C(C)C(OC(N)=O)C(OC)C=CC=C(C)C(=O)NC(=CC1=O)C2=O. Drug 2: Cn1cc(-c2cnn3c(N)c(Br)c(C4CCCNC4)nc23)cn1. Cell line: RPMI7951. Synergy scores: synergy=-4.99.